Dataset: Forward reaction prediction with 1.9M reactions from USPTO patents (1976-2016). Task: Predict the product of the given reaction. (1) Given the reactants FC1C=C2C(C(C3C=CC(N4CCC(N)CC4)=NC=3)=CN2)=CC=1.[F:24][C:25]1[CH:33]=[C:32]2[C:28]([C:29]([C:34]3[CH:35]=[CH:36][C:37]([NH:40][C:41](=[O:51])[CH2:42][NH:43]C(=O)OC(C)(C)C)=[N:38][CH:39]=3)=[CH:30][NH:31]2)=[CH:27][CH:26]=1, predict the reaction product. The product is: [NH2:43][CH2:42][C:41]([NH:40][C:37]1[CH:36]=[CH:35][C:34]([C:29]2[C:28]3[C:32](=[CH:33][C:25]([F:24])=[CH:26][CH:27]=3)[NH:31][CH:30]=2)=[CH:39][N:38]=1)=[O:51]. (2) Given the reactants C(O[C:4](=[O:22])[CH2:5][N:6]1[CH2:10][C@H:9]([O:11][CH3:12])[C@@H:8]([NH:13][C:14]([C:16]2[S:17][C:18]([Cl:21])=[CH:19][CH:20]=2)=[O:15])[CH2:7]1)C.[NH2:23][C:24]1[CH:29]=[CH:28][C:27]([N:30]2[CH:35]=[CH:34][N:33]=[CH:32][C:31]2=[O:36])=[CH:26][C:25]=1[F:37], predict the reaction product. The product is: [F:37][C:25]1[CH:26]=[C:27]([N:30]2[CH:35]=[CH:34][N:33]=[CH:32][C:31]2=[O:36])[CH:28]=[CH:29][C:24]=1[NH:23][C:4]([CH2:5][N:6]1[CH2:10][C@H:9]([O:11][CH3:12])[C@@H:8]([NH:13][C:14]([C:16]2[S:17][C:18]([Cl:21])=[CH:19][CH:20]=2)=[O:15])[CH2:7]1)=[O:22]. (3) Given the reactants [Cl:1][C:2]1[C:11]2[C:6](=[CH:7][C:8]([F:13])=[CH:9][C:10]=2[F:12])[N:5]=[C:4]([C:14]2[CH:19]=[CH:18][CH:17]=[CH:16][C:15]=2SC)[C:3]=1[CH3:22].O[O:24][S:25]([O-:27])=O.[K+].[CH2:29]1COCC1, predict the reaction product. The product is: [Cl:1][C:2]1[C:11]2[C:6](=[CH:7][C:8]([F:13])=[CH:9][C:10]=2[F:12])[N:5]=[C:4]([C:14]2[CH:19]=[CH:18][CH:17]=[CH:16][C:15]=2[S:25]([CH3:29])(=[O:27])=[O:24])[C:3]=1[CH3:22]. (4) Given the reactants [Na].[CH2:2]([O:9][C:10]1[CH:15]=[C:14]([O:16][CH2:17][C:18]2[CH:23]=[CH:22][CH:21]=[CH:20][CH:19]=2)[C:13]([CH2:24][CH:25]([CH3:27])[CH3:26])=[CH:12][C:11]=1[C:28](=[O:30])[CH3:29])[C:3]1[CH:8]=[CH:7][CH:6]=[CH:5][CH:4]=1.[C:31](OCC)(=[O:37])[C:32]([O:34][CH2:35][CH3:36])=[O:33].Cl, predict the reaction product. The product is: [CH2:35]([O:34][C:32](=[O:33])[C:31](=[O:37])[CH2:29][C:28]([C:11]1[CH:12]=[C:13]([CH2:24][CH:25]([CH3:26])[CH3:27])[C:14]([O:16][CH2:17][C:18]2[CH:19]=[CH:20][CH:21]=[CH:22][CH:23]=2)=[CH:15][C:10]=1[O:9][CH2:2][C:3]1[CH:4]=[CH:5][CH:6]=[CH:7][CH:8]=1)=[O:30])[CH3:36]. (5) Given the reactants [CH2:1]([O:8][C@@H:9]1[C@@H:15]([O:16][CH2:17][C:18]2[CH:23]=[CH:22][CH:21]=[CH:20][CH:19]=2)[C@:14]2([C:25]3[CH:30]=[CH:29][C:28]([Cl:31])=[C:27]([CH2:32][C:33]4[CH:38]=[CH:37][C:36]([O:39][CH2:40][CH3:41])=[CH:35][CH:34]=4)[CH:26]=3)[O:24][C@@:11]([CH2:42][O:43][Si:44]([C:47]([CH3:50])([CH3:49])[CH3:48])([CH3:46])[CH3:45])([CH2:12][O:13]2)[C@H:10]1[OH:51])[C:2]1[CH:7]=[CH:6][CH:5]=[CH:4][CH:3]=1.CC(OI1(OC(C)=O)(OC(C)=O)OC(=O)C2C=CC=CC1=2)=O.[Na], predict the reaction product. The product is: [CH2:1]([O:8][C@@H:9]1[C@@H:15]([O:16][CH2:17][C:18]2[CH:19]=[CH:20][CH:21]=[CH:22][CH:23]=2)[C@:14]2([C:25]3[CH:30]=[CH:29][C:28]([Cl:31])=[C:27]([CH2:32][C:33]4[CH:38]=[CH:37][C:36]([O:39][CH2:40][CH3:41])=[CH:35][CH:34]=4)[CH:26]=3)[O:24][C@@:11]([CH2:42][O:43][Si:44]([C:47]([CH3:50])([CH3:49])[CH3:48])([CH3:46])[CH3:45])([CH2:12][O:13]2)[C:10]1=[O:51])[C:2]1[CH:3]=[CH:4][CH:5]=[CH:6][CH:7]=1.